This data is from Full USPTO retrosynthesis dataset with 1.9M reactions from patents (1976-2016). The task is: Predict the reactants needed to synthesize the given product. (1) Given the product [C:1]([NH:14][C@H:15]([CH2:34][NH:35][C:36](=[O:48])[CH2:37][CH2:38][CH2:39][CH2:40][CH2:41][CH2:42][CH2:43][CH2:44][CH2:45][CH2:46][CH3:47])[CH2:16][S:17][CH2:18][C@H:19]([NH:20][C:21](=[O:30])[O:22][CH2:23][C:24]1[CH:25]=[CH:26][CH:27]=[CH:28][CH:29]=1)[C:31]([NH:50][C:51]1([CH2:54][OH:55])[CH2:53][CH2:52]1)=[O:33])(=[O:13])[CH2:2][CH2:3][CH2:4][CH2:5][CH2:6][CH2:7][CH2:8][CH2:9][CH2:10][CH2:11][CH3:12], predict the reactants needed to synthesize it. The reactants are: [C:1]([NH:14][C@H:15]([CH2:34][NH:35][C:36](=[O:48])[CH2:37][CH2:38][CH2:39][CH2:40][CH2:41][CH2:42][CH2:43][CH2:44][CH2:45][CH2:46][CH3:47])[CH2:16][S:17][CH2:18][C@@H:19]([C:31]([OH:33])=O)[NH:20][C:21](=[O:30])[O:22][CH2:23][C:24]1[CH:29]=[CH:28][CH:27]=[CH:26][CH:25]=1)(=[O:13])[CH2:2][CH2:3][CH2:4][CH2:5][CH2:6][CH2:7][CH2:8][CH2:9][CH2:10][CH2:11][CH3:12].Cl.[NH2:50][C:51]1([CH2:54][OH:55])[CH2:53][CH2:52]1.CCN(C(C)C)C(C)C.CN(C(ON1N=NC2C=CC=CC1=2)=[N+](C)C)C.F[P-](F)(F)(F)(F)F. (2) Given the product [F:1][C:2]1[CH:7]=[CH:6][C:5]([F:8])=[CH:4][C:3]=1[C@H:9]1[CH2:13][CH2:12][CH2:11][N:10]1[C:14]1[CH:19]=[CH:18][N:17]2[N:20]=[CH:21][C:22]([NH:23][C:29](=[O:30])[N:26]([CH3:27])[CH3:25])=[C:16]2[N:15]=1, predict the reactants needed to synthesize it. The reactants are: [F:1][C:2]1[CH:7]=[CH:6][C:5]([F:8])=[CH:4][C:3]=1[C@H:9]1[CH2:13][CH2:12][CH2:11][N:10]1[C:14]1[CH:19]=[CH:18][N:17]2[N:20]=[CH:21][C:22]([NH2:23])=[C:16]2[N:15]=1.C1N=[CH:27][N:26]([C:29](N2C=NC=C2)=[O:30])[CH:25]=1.CNC. (3) Given the product [Cl:1][C:2]1[CH:3]=[N:4][NH:5][C:6]=1[C:7]1[CH:8]=[C:9]([CH:13]=[CH:14][C:15]=1[CH3:16])[C:10]([N:35]1[CH2:40][CH2:39][CH:38]([C:41]2[CH:48]=[CH:47][C:44]([C:45]#[N:46])=[CH:43][CH:42]=2)[CH2:37][CH2:36]1)=[O:12], predict the reactants needed to synthesize it. The reactants are: [Cl:1][C:2]1[CH:3]=[N:4][NH:5][C:6]=1[C:7]1[CH:8]=[C:9]([CH:13]=[CH:14][C:15]=1[CH3:16])[C:10]([OH:12])=O.CC1NC(C2C=C(C=CC=2C)C(O)=O)=C(C)N=1.Cl.[NH:35]1[CH2:40][CH2:39][CH:38]([C:41]2[CH:48]=[CH:47][C:44]([C:45]#[N:46])=[CH:43][CH:42]=2)[CH2:37][CH2:36]1.Cl.N1CC(C2C=CC(C#N)=CC=2)C1. (4) Given the product [F:1][C:2]1[CH:7]=[CH:6][CH:5]=[CH:4][C:3]=1[C@H:8]1[CH2:9][O:10][C@@H:11]([CH3:14])[CH2:12][N:13]1[C:16]1[CH:17]=[CH:18][C:19]2[O:20][CH2:21][C:22](=[O:26])[NH:23][C:24]=2[N:25]=1, predict the reactants needed to synthesize it. The reactants are: [F:1][C:2]1[CH:7]=[CH:6][CH:5]=[CH:4][C:3]=1[CH:8]1[NH:13][CH2:12][CH:11]([CH3:14])[O:10][CH2:9]1.Br[C:16]1[CH:17]=[CH:18][C:19]2[O:20][CH2:21][C:22](=[O:26])[NH:23][C:24]=2[N:25]=1. (5) The reactants are: C(OC(=O)[NH:7][C@H:8]([CH2:27][C:28]1[CH:33]=[CH:32][C:31]([O:34][CH3:35])=[CH:30][CH:29]=1)[C:9]([N:11]1[CH2:14][C:13]([O:22][CH2:23][C:24]#[C:25][CH3:26])([C:15]2[CH:20]=[CH:19][CH:18]=[CH:17][C:16]=2[CH3:21])[CH2:12]1)=[O:10])(C)(C)C.Cl. Given the product [NH2:7][C@H:8]([CH2:27][C:28]1[CH:29]=[CH:30][C:31]([O:34][CH3:35])=[CH:32][CH:33]=1)[C:9]([N:11]1[CH2:12][C:13]([O:22][CH2:23][C:24]#[C:25][CH3:26])([C:15]2[CH:20]=[CH:19][CH:18]=[CH:17][C:16]=2[CH3:21])[CH2:14]1)=[O:10], predict the reactants needed to synthesize it. (6) Given the product [N:10]([C:9]1[CH:8]=[CH:7][C:6]([O:5][C@H:2]([CH3:1])[CH2:3][CH3:4])=[CH:12][CH:11]=1)=[C:13]=[O:14], predict the reactants needed to synthesize it. The reactants are: [CH3:1][C@@H:2]([O:5][C:6]1[CH:12]=[CH:11][C:9]([NH2:10])=[CH:8][CH:7]=1)[CH2:3][CH3:4].[C:13](Cl)(Cl)=[O:14].